Dataset: Reaction yield outcomes from USPTO patents with 853,638 reactions. Task: Predict the reaction yield, written as a fraction of the theoretical maximum amount of product (1.0 means a 100% yield; for example, 0.34 means a 34% yield). The catalyst is ClCCl. The product is [F:1][C:2]1([CH:8]([O:13][Si:14]([CH2:17][CH3:18])([CH2:19][CH3:20])[CH2:15][CH3:16])[C:9]([F:11])([F:12])[F:10])[CH2:3][CH2:4][N:5]([S:29]([CH3:28])(=[O:31])=[O:30])[CH2:6][CH2:7]1. The yield is 0.830. The reactants are [F:1][C:2]1([CH:8]([O:13][Si:14]([CH2:19][CH3:20])([CH2:17][CH3:18])[CH2:15][CH3:16])[C:9]([F:12])([F:11])[F:10])[CH2:7][CH2:6][NH:5][CH2:4][CH2:3]1.C(N(CC)CC)C.[CH3:28][S:29](Cl)(=[O:31])=[O:30].O.